The task is: Predict the reactants needed to synthesize the given product.. This data is from Full USPTO retrosynthesis dataset with 1.9M reactions from patents (1976-2016). Given the product [Cl:42][C:43]1[CH:44]=[C:45]([CH2:49][C:50]([NH:1][C:2]2[CH:7]=[CH:6][CH:5]=[C:4]([C:8]3[C:16]([C:17]4[CH:22]=[CH:21][N:20]=[C:19]([NH:23][C:24]5[CH:29]=[CH:28][CH:27]=[CH:26][CH:25]=5)[N:18]=4)=[C:11]4[CH:12]=[CH:13][CH:14]=[CH:15][N:10]4[N:9]=3)[CH:3]=2)=[O:51])[CH:46]=[CH:47][CH:48]=1, predict the reactants needed to synthesize it. The reactants are: [NH2:1][C:2]1[CH:3]=[C:4]([C:8]2[C:16]([C:17]3[CH:22]=[CH:21][N:20]=[C:19]([NH:23][C:24]4[CH:29]=[CH:28][CH:27]=[CH:26][CH:25]=4)[N:18]=3)=[C:11]3[CH:12]=[CH:13][CH:14]=[CH:15][N:10]3[N:9]=2)[CH:5]=[CH:6][CH:7]=1.C1N=CN(C(N2C=NC=C2)=O)C=1.[Cl:42][C:43]1[CH:44]=[C:45]([CH2:49][C:50](O)=[O:51])[CH:46]=[CH:47][CH:48]=1.CO.